Dataset: Catalyst prediction with 721,799 reactions and 888 catalyst types from USPTO. Task: Predict which catalyst facilitates the given reaction. (1) Reactant: [F:1][C:2]1[CH:3]=[C:4]2[C:10]([C:11]3[N:12]=[N:13][C:14]4[C:19]([CH3:21])([CH3:20])[C:18](=[O:22])[N:17]([CH2:23][O:24][CH2:25][CH2:26][Si:27]([CH3:30])([CH3:29])[CH3:28])[C:15]=4[N:16]=3)=[N:9][N:8](CC3C=CC(OC)=CC=3)[C:5]2=[N:6][CH:7]=1.[N+]([O-])([O-])=O.[Ce+4].[NH4+].[N+]([O-])([O-])=O.[N+]([O-])([O-])=O.[N+]([O-])([O-])=O.[N+]([O-])([O-])=O. Product: [F:1][C:2]1[CH:3]=[C:4]2[C:10]([C:11]3[N:12]=[N:13][C:14]4[C:19]([CH3:20])([CH3:21])[C:18](=[O:22])[N:17]([CH2:23][O:24][CH2:25][CH2:26][Si:27]([CH3:29])([CH3:28])[CH3:30])[C:15]=4[N:16]=3)=[N:9][NH:8][C:5]2=[N:6][CH:7]=1. The catalyst class is: 47. (2) Reactant: Br[C:2]1[C:7]2[S:8][CH:9]=[CH:10][C:6]=2[CH:5]=[CH:4][CH:3]=1.[CH3:11][O-:12].[Na+].O. Product: [CH3:11][O:12][C:2]1[C:7]2[S:8][CH:9]=[CH:10][C:6]=2[CH:5]=[CH:4][CH:3]=1. The catalyst class is: 870. (3) Reactant: N([Si](C)(C)C)=[N+:2]=[N-:3].[CH2:8]([Sn](=O)CCCC)CCC.[C:18]([C:20]1[C:24]2[CH:25]=[C:26]([O:34][CH:35]([CH3:37])[CH3:36])[C:27]([NH:29][S:30]([CH3:33])(=[O:32])=[O:31])=[CH:28][C:23]=2[O:22][C:21]=1[C:38]1[CH:43]=[CH:42][C:41]([F:44])=[CH:40][CH:39]=1)#[N:19]. Product: [F:44][C:41]1[CH:40]=[CH:39][C:38]([C:21]2[O:22][C:23]3[CH:28]=[C:27]([NH:29][S:30]([CH3:33])(=[O:32])=[O:31])[C:26]([O:34][CH:35]([CH3:37])[CH3:36])=[CH:25][C:24]=3[C:20]=2[C:18]2[NH:3][N:2]=[CH:8][N:19]=2)=[CH:43][CH:42]=1. The catalyst class is: 12. (4) Reactant: Cl[C:2]1[N:7]=[C:6]([Cl:8])[N:5]=[C:4]([C:9]2[CH:14]=[CH:13][CH:12]=[CH:11][CH:10]=2)[N:3]=1.[NH2:15][CH3:16].[OH-].[Na+]. Product: [Cl:8][C:6]1[N:5]=[C:4]([C:9]2[CH:14]=[CH:13][CH:12]=[CH:11][CH:10]=2)[N:3]=[C:2]([NH:15][CH3:16])[N:7]=1. The catalyst class is: 144.